Dataset: Blood-brain barrier permeability classification from the B3DB database. Task: Regression/Classification. Given a drug SMILES string, predict its absorption, distribution, metabolism, or excretion properties. Task type varies by dataset: regression for continuous measurements (e.g., permeability, clearance, half-life) or binary classification for categorical outcomes (e.g., BBB penetration, CYP inhibition). Dataset: b3db_classification. (1) The result is 0 (does not penetrate BBB). The drug is CC(C)[C@@H]1CC[C@@H](C)C[C@@H]1OC(=O)Cn1nc(-c2ccco2)oc1=O. (2) The drug is CN1CCN([C@H](c2ccccc2)c2ccc(Cl)cc2)CC1. The result is 1 (penetrates BBB). (3) The molecule is CCCCN1CC2Cc3cc(OC)c(OC)cc3C2C1. The result is 1 (penetrates BBB). (4) The drug is CCC(Br)(CC)C(=O)NC(N)=O. The result is 1 (penetrates BBB).